Dataset: Full USPTO retrosynthesis dataset with 1.9M reactions from patents (1976-2016). Task: Predict the reactants needed to synthesize the given product. (1) Given the product [Cl:15][CH2:11][C:3]1[N:2]([CH3:1])[C:6]2[CH:7]=[CH:8][CH:9]=[CH:10][C:5]=2[N:4]=1, predict the reactants needed to synthesize it. The reactants are: [CH3:1][N:2]1[C:6]2[CH:7]=[CH:8][CH:9]=[CH:10][C:5]=2[N:4]=[C:3]1[CH2:11]O.O=S(Cl)[Cl:15]. (2) Given the product [CH2:1]([O:3][C:4](=[O:28])[CH2:5][N:6]1[C:14]2[C:9](=[CH:10][CH:11]=[CH:12][CH:13]=2)[C:8]2([CH2:15][O:16][C:25]3[CH:24]=[C:23]4[C:19](=[CH:18][C:17]2=3)[CH2:20][CH2:21][CH2:22]4)[C:7]1=[O:27])[CH3:2], predict the reactants needed to synthesize it. The reactants are: [CH2:1]([O:3][C:4](=[O:28])[CH2:5][N:6]1[C:14]2[C:9](=[CH:10][CH:11]=[CH:12][CH:13]=2)[C:8]([C:17]2[CH:18]=[C:19]3[C:23](=[CH:24][C:25]=2O)[CH2:22][CH2:21][CH2:20]3)([CH2:15][OH:16])[C:7]1=[O:27])[CH3:2].C1(P(C2C=CC=CC=2)C2C=CC=CC=2)C=CC=CC=1.N(C(OCC)=O)=NC(OCC)=O. (3) Given the product [CH3:15][N:3]1[N:2]=[N:1][C:5]([C:6]2[CH:11]=[CH:10][CH:9]=[CH:8][C:7]=2[OH:12])=[N:4]1, predict the reactants needed to synthesize it. The reactants are: [N:1]1[NH:2][N:3]=[N:4][C:5]=1[C:6]1[CH:11]=[CH:10][CH:9]=[CH:8][C:7]=1[OH:12].[OH-].[Na+].[CH3:15]I. (4) The reactants are: [CH2:1]([Si:9](OC)(OC)[O:10]C)[CH2:2][CH2:3][CH2:4][CH2:5][CH2:6][CH:7]=[CH2:8]. Given the product [CH2:1]([SiH2:9][OH:10])[CH2:2][CH2:3][CH2:4][CH2:5][CH2:6][CH:7]=[CH2:8], predict the reactants needed to synthesize it. (5) Given the product [NH:15]([C:3](=[O:2])[CH2:4][NH:5][C:6](=[O:7])[O:8][C:9]([CH3:12])([CH3:11])[CH3:10])[NH2:16], predict the reactants needed to synthesize it. The reactants are: C[O:2][C:3](=O)[CH2:4][NH:5][C:6]([O:8][C:9]([CH3:12])([CH3:11])[CH3:10])=[O:7].O.[NH2:15][NH2:16]. (6) The reactants are: [N+:1]([C:4]1[CH:9]=[CH:8][C:7]([S:10]([NH:13][C:14]2[CH:19]=[CH:18][CH:17]=[CH:16][C:15]=2C)(=[O:12])=[O:11])=[CH:6][CH:5]=1)([O-:3])=[O:2].N[C:22]1C=CC=C(C)C=1. Given the product [N+:1]([C:4]1[CH:5]=[CH:6][C:7]([S:10]([NH:13][C:14]2[CH:19]=[C:18]([CH3:22])[CH:17]=[CH:16][CH:15]=2)(=[O:11])=[O:12])=[CH:8][CH:9]=1)([O-:3])=[O:2], predict the reactants needed to synthesize it. (7) Given the product [OH:2][C:3]1[CH:12]=[C:11]([CH3:13])[C:10]2[C:9](=[O:14])[NH:8][C@@H:7]3[CH2:15][N:16]([C:18]([O:20][C:21]([CH3:24])([CH3:23])[CH3:22])=[O:19])[CH2:17][C@H:6]3[C:5]=2[CH:4]=1, predict the reactants needed to synthesize it. The reactants are: C[O:2][C:3]1[CH:12]=[C:11]([CH3:13])[C:10]2[C:9](=[O:14])[NH:8][C@@H:7]3[CH2:15][N:16]([C:18]([O:20][C:21]([CH3:24])([CH3:23])[CH3:22])=[O:19])[CH2:17][C@H:6]3[C:5]=2[CH:4]=1.C1(S)C=CC=CC=1.C(=O)([O-])[O-].[K+].[K+]. (8) Given the product [Br:13][C:14]1[C:15]([O:21][CH3:22])=[C:16]([CH:33]([C:24]2[CH:25]=[CH:26][C:27]3[C:32](=[CH:31][CH:30]=[CH:29][CH:28]=3)[CH:23]=2)[OH:34])[C:17]([F:20])=[CH:18][CH:19]=1, predict the reactants needed to synthesize it. The reactants are: C([Li])CCC.C(NC(C)C)(C)C.[Br:13][C:14]1[CH:19]=[CH:18][C:17]([F:20])=[CH:16][C:15]=1[O:21][CH3:22].[CH:23]1[C:32]2[C:27](=[CH:28][CH:29]=[CH:30][CH:31]=2)[CH:26]=[CH:25][C:24]=1[CH:33]=[O:34]. (9) Given the product [CH:1]1[CH:2]=[CH:3][C:4]2[S:15][C:14]3[CH:13]=[CH:12][CH:11]=[CH:10][C:9]=3[N:8]=[C:7]([N:16]3[CH2:21][CH2:20][N:19]([CH2:22][CH2:23][O:24][CH2:25][CH2:26][OH:27])[CH2:18][CH2:17]3)[C:5]=2[CH:6]=1.[CH:29](/[C:28]([OH:35])=[O:34])=[CH:30]\[C:31]([OH:33])=[O:32], predict the reactants needed to synthesize it. The reactants are: [CH:1]1[CH:2]=[CH:3][C:4]2[S:15][C:14]3[CH:13]=[CH:12][CH:11]=[CH:10][C:9]=3[N:8]=[C:7]([N:16]3[CH2:21][CH2:20][N:19]([CH2:22][CH2:23][O:24][CH2:25][CH2:26][OH:27])[CH2:18][CH2:17]3)[C:5]=2[CH:6]=1.[C:28]([OH:35])(=[O:34])/[CH:29]=[CH:30]/[C:31]([OH:33])=[O:32]. (10) Given the product [F:25][C:22]1[CH:21]=[CH:20][C:19]([CH2:18][C@H:14]([NH:13][C:11]([C:9]2[NH:8][C:5]3=[N:6][CH:7]=[C:2]([Cl:1])[CH:3]=[C:4]3[CH:10]=2)=[O:12])[C:15]([N:29]2[CH2:30][CH2:31][CH:27]([OH:26])[CH2:28]2)=[O:16])=[CH:24][CH:23]=1, predict the reactants needed to synthesize it. The reactants are: [Cl:1][C:2]1[CH:3]=[C:4]2[CH:10]=[C:9]([C:11]([NH:13][C@@H:14]([CH2:18][C:19]3[CH:24]=[CH:23][C:22]([F:25])=[CH:21][CH:20]=3)[C:15](O)=[O:16])=[O:12])[NH:8][C:5]2=[N:6][CH:7]=1.[OH:26][C@@H:27]1[CH2:31][CH2:30][NH:29][CH2:28]1.C1C=CC2N(O)N=NC=2C=1.CCN(C(C)C)C(C)C.CCN=C=NCCCN(C)C.